Task: Regression. Given a peptide amino acid sequence and an MHC pseudo amino acid sequence, predict their binding affinity value. This is MHC class I binding data.. Dataset: Peptide-MHC class I binding affinity with 185,985 pairs from IEDB/IMGT (1) The peptide sequence is CTVQEFIFSA. The MHC is HLA-A02:03 with pseudo-sequence HLA-A02:03. The binding affinity (normalized) is 0.487. (2) The peptide sequence is LVPTGSENL. The MHC is Mamu-A02 with pseudo-sequence Mamu-A02. The binding affinity (normalized) is 0. (3) The peptide sequence is GSVNVVYTF. The MHC is HLA-A02:01 with pseudo-sequence HLA-A02:01. The binding affinity (normalized) is 0.174. (4) The peptide sequence is EDFEIFYNL. The MHC is HLA-B46:01 with pseudo-sequence HLA-B46:01. The binding affinity (normalized) is 0.0847.